Dataset: Reaction yield outcomes from USPTO patents with 853,638 reactions. Task: Predict the reaction yield, written as a fraction of the theoretical maximum amount of product (1.0 means a 100% yield; for example, 0.34 means a 34% yield). (1) The reactants are [C:1]([Si:5](Cl)([CH3:7])[CH3:6])([CH3:4])([CH3:3])[CH3:2].N1C=CN=C1.[O:14]1[CH2:16][C@@H:15]1[CH2:17][OH:18]. The catalyst is CN(C)C=O. The product is [C:1]([Si:5]([CH3:7])([CH3:6])[O:18][CH2:17][C@H:15]1[CH2:16][O:14]1)([CH3:4])([CH3:3])[CH3:2]. The yield is 0.990. (2) The reactants are [CH3:1][N:2]([C:4](=[O:7])[CH2:5][CH3:6])[NH2:3].O=[C:9]([C:15]([O:17][CH2:18][CH3:19])=[O:16])[C:10]([O:12][CH2:13][CH3:14])=[O:11]. The catalyst is C1(C)C=CC=CC=1. The product is [CH3:1][N:2]([C:4](=[O:7])[CH2:5][CH3:6])[N:3]=[C:9]([C:10]([O:12][CH2:13][CH3:14])=[O:11])[C:15]([O:17][CH2:18][CH3:19])=[O:16]. The yield is 0.490.